From a dataset of Full USPTO retrosynthesis dataset with 1.9M reactions from patents (1976-2016). Predict the reactants needed to synthesize the given product. (1) Given the product [CH3:1][O:2][C:3]1[CH:4]=[C:5]2[C:10](=[CH:11][C:12]=1[O:13][CH3:14])[N:9]=[CH:8][CH:7]=[C:6]2[O:15][C:16]1[CH:21]=[C:20]([CH3:22])[C:19]([CH3:23])=[CH:18][C:17]=1[C:24](=[N:34][NH:33][C:28]1[CH:29]=[CH:30][CH:31]=[CH:32][N:27]=1)[CH3:25], predict the reactants needed to synthesize it. The reactants are: [CH3:1][O:2][C:3]1[CH:4]=[C:5]2[C:10](=[CH:11][C:12]=1[O:13][CH3:14])[N:9]=[CH:8][CH:7]=[C:6]2[O:15][C:16]1[CH:21]=[C:20]([CH3:22])[C:19]([CH3:23])=[CH:18][C:17]=1[C:24](=O)[CH3:25].[N:27]1[CH:32]=[CH:31][CH:30]=[CH:29][C:28]=1[NH:33][NH2:34].O. (2) Given the product [Cl:25][C:19]1[CH:18]=[C:17]([N:11]2[C@@H:10]([CH3:26])[C@H:9]([OH:8])[C:13]3([CH2:15][CH2:14]3)[C:12]2=[O:16])[CH:24]=[CH:23][C:20]=1[C:21]#[N:22], predict the reactants needed to synthesize it. The reactants are: [Si]([O:8][C@@H:9]1[C:13]2([CH2:15][CH2:14]2)[C:12](=[O:16])[N:11]([C:17]2[CH:24]=[CH:23][C:20]([C:21]#[N:22])=[C:19]([Cl:25])[CH:18]=2)[C@H:10]1[CH3:26])(C(C)(C)C)(C)C.C1COCC1.Cl.C(=O)([O-])O.[Na+]. (3) The reactants are: COCCCC[N:7]1[CH:11]=[CH:10][CH:9]=[C:8]1[C:12]([O:14][CH3:15])=[O:13].[Br:16]N1C(=O)CCC1=O. Given the product [Br:16][C:11]1[NH:7][C:8]([C:12]([O:14][CH3:15])=[O:13])=[CH:9][CH:10]=1, predict the reactants needed to synthesize it. (4) Given the product [NH2:1][C:2]1[C:7]([O:8][CH3:9])=[C:6]([C:10]([OH:12])=[O:11])[N:5]=[C:4]([C:14]2[CH:15]=[N:16][C:17]([O:20][CH3:21])=[CH:18][CH:19]=2)[C:3]=1[F:22], predict the reactants needed to synthesize it. The reactants are: [NH2:1][C:2]1[C:7]([O:8][CH3:9])=[C:6]([C:10]([O:12]C)=[O:11])[N:5]=[C:4]([C:14]2[CH:15]=[N:16][C:17]([O:20][CH3:21])=[CH:18][CH:19]=2)[C:3]=1[F:22].O.O.[OH-].[Li+]. (5) Given the product [C:1]([O:5][C@@H:6]([C:12]1[C:13]([CH3:34])=[N:14][C:15]([CH3:33])=[C:16]([C:26]2[CH:27]=[CH:28][C:29]([O:32][CH2:36][C:37]3[CH:44]=[CH:43][C:40]([C:41]#[N:42])=[CH:39][CH:38]=3)=[CH:30][CH:31]=2)[C:17]=1[N:18]1[CH2:19][CH2:20][C:21]([CH3:24])([CH3:25])[CH2:22][CH2:23]1)[C:7]([O:9][CH2:10][CH3:11])=[O:8])([CH3:2])([CH3:3])[CH3:4], predict the reactants needed to synthesize it. The reactants are: [C:1]([O:5][C@@H:6]([C:12]1[C:13]([CH3:34])=[N:14][C:15]([CH3:33])=[C:16]([C:26]2[CH:31]=[CH:30][C:29]([OH:32])=[CH:28][CH:27]=2)[C:17]=1[N:18]1[CH2:23][CH2:22][C:21]([CH3:25])([CH3:24])[CH2:20][CH2:19]1)[C:7]([O:9][CH2:10][CH3:11])=[O:8])([CH3:4])([CH3:3])[CH3:2].O[CH2:36][C:37]1[CH:44]=[CH:43][C:40]([C:41]#[N:42])=[CH:39][CH:38]=1.C1C=CC(P(C2C=CC=CC=2)C2C=CC=CC=2)=CC=1.CCOC(/N=N/C(OCC)=O)=O. (6) Given the product [Cl:20][C:17]1[CH:18]=[CH:19][C:14]([CH2:13][N:4]2[C:3](=[O:21])[C:2]3[C:7](=[N:8][C:23]([CH3:22])=[C:24]([CH3:25])[N:1]=3)[N:6]([CH2:9][CH2:10][CH3:11])[C:5]2=[O:12])=[CH:15][CH:16]=1, predict the reactants needed to synthesize it. The reactants are: [NH2:1][C:2]1[C:3](=[O:21])[N:4]([CH2:13][C:14]2[CH:19]=[CH:18][C:17]([Cl:20])=[CH:16][CH:15]=2)[C:5](=[O:12])[N:6]([CH2:9][CH2:10][CH3:11])[C:7]=1[NH2:8].[CH3:22][C:23](=O)[C:24](=O)[CH3:25]. (7) Given the product [CH3:1][O:2][C:3](=[O:12])[C:4]1[CH:9]=[C:8]([I:10])[CH:7]=[N:6][C:5]=1[O:32][C:29]1[CH:28]=[CH:27][C:26]([O:19][C:20]2[CH:25]=[CH:24][CH:23]=[CH:22][CH:21]=2)=[CH:31][CH:30]=1, predict the reactants needed to synthesize it. The reactants are: [CH3:1][O:2][C:3](=[O:12])[C:4]1[CH:9]=[C:8]([I:10])[CH:7]=[N:6][C:5]=1Cl.C(=O)([O-])[O-].[K+].[K+].[O:19]([C:26]1[CH:31]=[CH:30][C:29]([OH:32])=[CH:28][CH:27]=1)[C:20]1[CH:25]=[CH:24][CH:23]=[CH:22][CH:21]=1. (8) Given the product [C:8]1([C:6]2[N:7]=[C:2]([NH:26][C:27]3[CH:28]=[C:29]([OH:33])[CH:30]=[CH:31][CH:32]=3)[C:3]3[NH:16][N:15]=[CH:14][C:4]=3[N:5]=2)[CH:9]=[CH:10][CH:11]=[CH:12][CH:13]=1, predict the reactants needed to synthesize it. The reactants are: Cl[C:2]1[C:3]2[C:4](=[CH:14][N:15](CC3C=CC(OC)=CC=3)[N:16]=2)[N:5]=[C:6]([C:8]2[CH:13]=[CH:12][CH:11]=[CH:10][CH:9]=2)[N:7]=1.[NH2:26][C:27]1[CH:28]=[C:29]([OH:33])[CH:30]=[CH:31][CH:32]=1.Cl. (9) Given the product [O:1]1[C:5]2[C:6]([C:18]([C@@H:20]3[CH2:25][CH2:24][CH2:23][N:22]([C:26]([O:28][C:29]([CH3:32])([CH3:31])[CH3:30])=[O:27])[CH2:21]3)=[O:19])=[CH:7][CH:8]=[CH:9][C:4]=2[CH:3]=[CH:2]1, predict the reactants needed to synthesize it. The reactants are: [O:1]1[C:5]2[CH:6]=[CH:7][CH:8]=[CH:9][C:4]=2[CH:3]=[CH:2]1.[Li]CCCC.CON(C)[C:18]([C@@H:20]1[CH2:25][CH2:24][CH2:23][N:22]([C:26]([O:28][C:29]([CH3:32])([CH3:31])[CH3:30])=[O:27])[CH2:21]1)=[O:19].C([O-])(O)=O.[Na+]. (10) Given the product [N:1]([CH2:4][C@@H:5]1[CH2:23][NH:22][C:9]2[C:10]3[C:11]4[CH:12]=[CH:13][C:14]([NH:32][C:28]5[CH:27]=[C:26]([F:25])[N:31]=[CH:30][N:29]=5)=[N:15][C:16]=4[CH:17]=[CH:18][C:19]=3[S:20][C:8]=2[C:7](=[O:24])[NH:6]1)=[N+:2]=[N-:3], predict the reactants needed to synthesize it. The reactants are: [N:1]([CH2:4][C@@H:5]1[CH2:23][NH:22][C:9]2[C:10]3[C:11]4[CH:12]=[CH:13][C:14](Cl)=[N:15][C:16]=4[CH:17]=[CH:18][C:19]=3[S:20][C:8]=2[C:7](=[O:24])[NH:6]1)=[N+:2]=[N-:3].[F:25][C:26]1[N:31]=[CH:30][N:29]=[C:28]([NH2:32])[CH:27]=1.CC1(C)C2C(=C(P(C3C=CC=CC=3)C3C=CC=CC=3)C=CC=2)OC2C(P(C3C=CC=CC=3)C3C=CC=CC=3)=CC=CC1=2.C(=O)([O-])[O-].[Cs+].[Cs+].